Dataset: Forward reaction prediction with 1.9M reactions from USPTO patents (1976-2016). Task: Predict the product of the given reaction. Given the reactants [CH3:1][N:2]([CH3:12])[C:3]1[S:7][C:6]([C:8]([NH:10][NH2:11])=[O:9])=[CH:5][CH:4]=1.[NH:13]([C:25]([O:27][CH2:28][C:29]1[CH:34]=[CH:33][CH:32]=[CH:31][CH:30]=1)=[O:26])[C@H:14]([C:22](O)=[O:23])[CH2:15][C:16]1[CH:21]=[CH:20][CH:19]=[CH:18][CH:17]=1.C(Cl)CCl.C1C=CC2N(O)N=NC=2C=1, predict the reaction product. The product is: [O:23]=[C:22]([NH:11][NH:10][C:8]([C:6]1[S:7][C:3]([N:2]([CH3:12])[CH3:1])=[CH:4][CH:5]=1)=[O:9])[C@@H:14]([NH:13][C:25]([O:27][CH2:28][C:29]1[CH:34]=[CH:33][CH:32]=[CH:31][CH:30]=1)=[O:26])[CH2:15][C:16]1[CH:21]=[CH:20][CH:19]=[CH:18][CH:17]=1.